This data is from Catalyst prediction with 721,799 reactions and 888 catalyst types from USPTO. The task is: Predict which catalyst facilitates the given reaction. (1) The catalyst class is: 5. Product: [F:29][C:30]([F:40])([F:39])[C:18]1[CH:17]=[CH:16][C:4]([CH2:5][O:6][C:7]2[CH:12]=[CH:11][C:10]([N+:13]([O-:15])=[O:14])=[CH:9][CH:8]=2)=[CH:3][CH:2]=1. Reactant: F[C:2]1[CH:3]=[C:4]([CH:16]=[CH:17][CH:18]=1)[CH2:5][O:6][C:7]1[CH:12]=[CH:11][C:10]([N+:13]([O-:15])=[O:14])=[CH:9][CH:8]=1.FC1C=CC([N+]([O-])=O)=CC=1.[F:29][C:30]([F:40])([F:39])C1C=CC(CO)=CC=1. (2) Reactant: Br[CH2:2][CH2:3][O:4][CH2:5][CH2:6][O:7][CH2:8][CH2:9][O:10][CH3:11].[NH2:12][C:13]1[CH:14]=[C:15]([OH:21])[CH:16]=[C:17]([O:19][CH3:20])[CH:18]=1.C([O-])([O-])=O.[K+].[K+].[Na+].[I-]. Product: [CH3:20][O:19][C:17]1[CH:18]=[C:13]([CH:14]=[C:15]([O:21][CH2:2][CH2:3][O:4][CH2:5][CH2:6][O:7][CH2:8][CH2:9][O:10][CH3:11])[CH:16]=1)[NH2:12]. The catalyst class is: 21. (3) Reactant: Br[CH2:2][CH2:3][O:4][CH3:5].C(=O)([O-])[O-].[Cs+].[Cs+].[OH:12][C:13]1[CH:18]=[CH:17][C:16]([S:19][C:20]2[C:21]([C:33]([NH:35][C:36]3[S:40][N:39]=[C:38]([CH3:41])[N:37]=3)=[O:34])=[N:22][C:23]([S:26][C:27]3[N:31]([CH3:32])[CH:30]=[N:29][N:28]=3)=[CH:24][CH:25]=2)=[CH:15][CH:14]=1.[Cl-].[NH4+]. Product: [CH3:5][O:4][CH2:3][CH2:2][O:12][C:13]1[CH:14]=[CH:15][C:16]([S:19][C:20]2[C:21]([C:33]([NH:35][C:36]3[S:40][N:39]=[C:38]([CH3:41])[N:37]=3)=[O:34])=[N:22][C:23]([S:26][C:27]3[N:31]([CH3:32])[CH:30]=[N:29][N:28]=3)=[CH:24][CH:25]=2)=[CH:17][CH:18]=1. The catalyst class is: 9. (4) Reactant: CS(C)=O.[C:5](Cl)(=[O:9])[C:6](Cl)=[O:7].C(Cl)Cl.C(NO)([O:16][C:17]([CH3:20])([CH3:19])[CH3:18])=O.C([N:25](CC)CC)C. Product: [C:6]([C:5]([NH2:25])=[O:9])([O:16][C:17]([CH3:20])([CH3:19])[CH3:18])=[O:7]. The catalyst class is: 168. (5) Reactant: [Cl:1][C:2]1[CH:3]=[C:4]([CH:15]=[C:16]([Cl:18])[CH:17]=1)[CH2:5][NH:6][CH2:7][C:8]1[CH:13]=[CH:12][C:11]([F:14])=[CH:10][CH:9]=1.[C:19]([C:21]1[CH:22]=[C:23]([S:27](Cl)(=[O:29])=[O:28])[CH:24]=[CH:25][CH:26]=1)#[N:20].CCN(CC)CC.S(Cl)(Cl)(=O)=O. Product: [C:19]([C:21]1[CH:22]=[C:23]([S:27]([N:6]([CH2:5][C:4]2[CH:3]=[C:2]([Cl:1])[CH:17]=[C:16]([Cl:18])[CH:15]=2)[CH2:7][C:8]2[CH:9]=[CH:10][C:11]([F:14])=[CH:12][CH:13]=2)(=[O:29])=[O:28])[CH:24]=[CH:25][CH:26]=1)#[N:20]. The catalyst class is: 1. (6) Reactant: [OH:1][CH2:2][C@@H:3]1[CH2:12][C:11]2[C:6](=[CH:7][CH:8]=[CH:9][CH:10]=2)[CH2:5][N:4]1[C:13]([C:15]1[CH:20]=[C:19]([N+:21]([O-:23])=[O:22])[CH:18]=[CH:17][C:16]=1[N:24]1[C:28]([CH3:29])=[CH:27][C:26]([C:30](O)=[O:31])=[N:25]1)=[O:14].[CH2:33]([NH:37][CH2:38][CH2:39][CH2:40][CH3:41])[CH2:34][CH2:35][CH3:36].CCN=C=NCCCN(C)C.Cl.C1C=CC2N(O)N=NC=2C=1. Product: [CH2:33]([N:37]([CH2:38][CH2:39][CH2:40][CH3:41])[C:30]([C:26]1[CH:27]=[C:28]([CH3:29])[N:24]([C:16]2[CH:17]=[CH:18][C:19]([N+:21]([O-:23])=[O:22])=[CH:20][C:15]=2[C:13]([N:4]2[C@H:3]([CH2:2][OH:1])[CH2:12][C:11]3[C:6](=[CH:7][CH:8]=[CH:9][CH:10]=3)[CH2:5]2)=[O:14])[N:25]=1)=[O:31])[CH2:34][CH2:35][CH3:36]. The catalyst class is: 18. (7) Reactant: Cl.[NH2:2][CH2:3][C:4](=[O:16])[CH2:5][CH2:6][C:7]([O:9][CH2:10][CH2:11][CH2:12][CH2:13][CH2:14][CH3:15])=[O:8].[CH3:17][S:18]([OH:21])(=[O:20])=[O:19]. Product: [CH3:17][S:18]([OH:21])(=[O:20])=[O:19].[NH2:2][CH2:3][C:4](=[O:16])[CH2:5][CH2:6][C:7]([O:9][CH2:10][CH2:11][CH2:12][CH2:13][CH2:14][CH3:15])=[O:8]. The catalyst class is: 97. (8) Reactant: [F:1][C:2]1[CH:7]=[CH:6][CH:5]=[CH:4][C:3]=1[C:8]1([OH:19])[CH2:11][N:10]([C:12]([O:14][C:15]([CH3:18])([CH3:17])[CH3:16])=[O:13])[CH2:9]1.[H-].[Na+].I[CH2:23][CH2:24][CH2:25][CH3:26]. Product: [CH2:23]([O:19][C:8]1([C:3]2[CH:4]=[CH:5][CH:6]=[CH:7][C:2]=2[F:1])[CH2:9][N:10]([C:12]([O:14][C:15]([CH3:16])([CH3:18])[CH3:17])=[O:13])[CH2:11]1)[CH2:24][CH2:25][CH3:26]. The catalyst class is: 9. (9) The catalyst class is: 128. Product: [N:19]1([C:4]2[N:3]=[C:2]([C:36]3[CH:37]=[C:32]([CH2:31][OH:30])[CH:33]=[CH:34][CH:35]=3)[N:10]=[C:9]3[C:5]=2[N:6]=[CH:7][N:8]3[CH2:11][CH2:12][N:13]2[CH2:18][CH2:17][CH2:16][CH2:15][CH2:14]2)[CH2:24][CH2:23][O:22][CH2:21][CH2:20]1. Reactant: Cl[C:2]1[N:10]=[C:9]2[C:5]([N:6]=[CH:7][N:8]2[CH2:11][CH2:12][N:13]2[CH2:18][CH2:17][CH2:16][CH2:15][CH2:14]2)=[C:4]([N:19]2[CH2:24][CH2:23][O:22][CH2:21][CH2:20]2)[N:3]=1.C([O-])(O)=O.[Na+].[OH:30][CH2:31][C:32]1[CH:33]=[C:34](B(O)O)[CH:35]=[CH:36][CH:37]=1. (10) Reactant: [O:1]=[C:2]1[NH:7][C:6]2[CH:8]=[C:9]([CH:12]=O)[CH:10]=[CH:11][C:5]=2[S:4][CH2:3]1.[CH3:14][O:15][C:16]1[CH:17]=[C:18]2[C:27](=[CH:28][CH:29]=1)[N:26]=[CH:25][C:24]1[O:23][CH2:22][CH:21]([N:30]3[CH2:35][CH2:34][CH:33]([NH2:36])[CH2:32][CH2:31]3)[CH2:20][C:19]2=1.C(O)(=O)C.C([BH3-])#N.[Na+]. Product: [CH3:14][O:15][C:16]1[CH:17]=[C:18]2[C:27](=[CH:28][CH:29]=1)[N:26]=[CH:25][C:24]1[O:23][CH2:22][CH:21]([N:30]3[CH2:31][CH2:32][CH:33]([NH:36][CH2:12][C:9]4[CH:10]=[CH:11][C:5]5[S:4][CH2:3][C:2](=[O:1])[NH:7][C:6]=5[CH:8]=4)[CH2:34][CH2:35]3)[CH2:20][C:19]2=1. The catalyst class is: 525.